This data is from Full USPTO retrosynthesis dataset with 1.9M reactions from patents (1976-2016). The task is: Predict the reactants needed to synthesize the given product. (1) Given the product [NH2:5][CH2:6][CH2:7][O:8][CH2:9][CH2:10][NH:11][C:17](=[O:18])[O:16][C:13]([CH3:15])([CH3:14])[CH3:12], predict the reactants needed to synthesize it. The reactants are: [OH-].[Na+].Cl.Cl.[NH2:5][CH2:6][CH2:7][O:8][CH2:9][CH2:10][NH2:11].[CH3:12][C:13]([O:16][C:17](O[C:17]([O:16][C:13]([CH3:15])([CH3:14])[CH3:12])=[O:18])=[O:18])([CH3:15])[CH3:14]. (2) Given the product [NH2:14][O:15][S:16]([C:19]1[C:24]([CH3:25])=[CH:23][C:22]([CH3:26])=[CH:21][C:20]=1[CH3:27])(=[O:17])=[O:18], predict the reactants needed to synthesize it. The reactants are: FC(F)(F)C(O)=O.C(OC(=O)[NH:14][O:15][S:16]([C:19]1[C:24]([CH3:25])=[CH:23][C:22]([CH3:26])=[CH:21][C:20]=1[CH3:27])(=[O:18])=[O:17])(C)(C)C. (3) Given the product [Cl:16][C:17]1[CH:22]=[CH:21][C:20]([Cl:23])=[CH:19][C:18]=1[C:2]1[C:10]2[O:9][CH:8]([CH2:11][NH:12][C:13](=[O:15])[O:14][CH2:7][C:6]3[CH:10]=[CH:2][CH:3]=[CH:4][CH:5]=3)[CH2:7][C:6]=2[CH:5]=[CH:4][CH:3]=1, predict the reactants needed to synthesize it. The reactants are: Br[C:2]1[C:10]2[O:9][CH:8]([CH2:11][NH:12][C:13](=[O:15])[O-:14])[CH2:7][C:6]=2[CH:5]=[CH:4][CH:3]=1.[Cl:16][C:17]1[CH:22]=[CH:21][C:20]([Cl:23])=[CH:19][C:18]=1B(O)O. (4) Given the product [N:1]1([CH2:8][CH2:9][O:10][C:11]2[CH:12]=[CH:13][C:14]([CH:17]3[O:18][C:35]4[C:30](=[CH:31][C:32]([F:37])=[CH:33][C:34]=4[F:36])[C:20]4[C:19]3=[C:28]3[C:23](=[CH:22][CH:21]=4)[CH:24]=[C:25]([OH:29])[CH:26]=[CH:27]3)=[CH:15][CH:16]=2)[CH2:7][CH2:6][CH2:5][CH2:4][CH2:3][CH2:2]1, predict the reactants needed to synthesize it. The reactants are: [N:1]1([CH2:8][CH2:9][O:10][C:11]2[CH:16]=[CH:15][C:14]([C:17]([C:19]3[C:28]4[C:23](=[CH:24][C:25]([OH:29])=[CH:26][CH:27]=4)[CH:22]=[CH:21][C:20]=3[C:30]3[CH:35]=[C:34]([F:36])[CH:33]=[C:32]([F:37])[C:31]=3F)=[O:18])=[CH:13][CH:12]=2)[CH2:7][CH2:6][CH2:5][CH2:4][CH2:3][CH2:2]1.C([BH-](CC)CC)C.[Li+].[Li].